This data is from Full USPTO retrosynthesis dataset with 1.9M reactions from patents (1976-2016). The task is: Predict the reactants needed to synthesize the given product. (1) Given the product [NH:70]([C:68]([O:67][C:64]([CH3:66])([CH3:65])[CH3:63])=[O:69])[C@H:71]([C:77]([NH:2][C@H:3]([C:21]([N:23]1[CH2:62][CH2:61][CH2:60][C@H:24]1[C:25]([NH:27][C@H:28]([C:30]([NH:32][C@H:33]([C:50]([O:52][CH2:53][C:54]1[CH:59]=[CH:58][CH:57]=[CH:56][CH:55]=1)=[O:51])[CH2:34][CH2:35][CH2:36][CH2:37][NH:38][C:39]([O:41][CH2:42][C:43]1[CH:49]=[CH:48][CH:47]=[CH:46][C:44]=1[Cl:45])=[O:40])=[O:31])[CH3:29])=[O:26])=[O:22])[CH2:4][CH2:5][CH2:6][NH:7][C:8](=[NH:20])[NH:9][S:10]([C:13]1[CH:14]=[CH:15][C:16]([CH3:17])=[CH:18][CH:19]=1)(=[O:11])=[O:12])=[O:78])[CH2:72][CH2:73][C:74](=[O:75])[NH2:76], predict the reactants needed to synthesize it. The reactants are: Cl.[NH2:2][C@H:3]([C:21]([N:23]1[CH2:62][CH2:61][CH2:60][C@H:24]1[C:25]([NH:27][C@H:28]([C:30]([NH:32][C@H:33]([C:50]([O:52][CH2:53][C:54]1[CH:59]=[CH:58][CH:57]=[CH:56][CH:55]=1)=[O:51])[CH2:34][CH2:35][CH2:36][CH2:37][NH:38][C:39]([O:41][CH2:42][C:43]1[CH:49]=[CH:48][CH:47]=[CH:46][C:44]=1[Cl:45])=[O:40])=[O:31])[CH3:29])=[O:26])=[O:22])[CH2:4][CH2:5][CH2:6][NH:7][C:8](=[NH:20])[NH:9][S:10]([C:13]1[CH:19]=[CH:18][C:16]([CH3:17])=[CH:15][CH:14]=1)(=[O:12])=[O:11].[CH3:63][C:64]([O:67][C:68]([NH:70][C@H:71]([C:77](OC1C=CC([N+]([O-])=O)=CC=1)=[O:78])[CH2:72][CH2:73][C:74]([NH2:76])=[O:75])=[O:69])([CH3:66])[CH3:65].C(Cl)(Cl)Cl.CO. (2) The reactants are: [O:1]1[C:5]2[CH2:6][NH:7][CH2:8][CH2:9][CH:10]([OH:11])[C:4]=2[CH:3]=[CH:2]1.C(N(CC)CC)C.[F:19][C:20]([F:31])([F:30])[C:21](O[C:21](=[O:22])[C:20]([F:31])([F:30])[F:19])=[O:22].O. Given the product [F:19][C:20]([F:31])([F:30])[C:21]([N:7]1[CH2:8][CH2:9][CH:10]([OH:11])[C:4]2[CH:3]=[CH:2][O:1][C:5]=2[CH2:6]1)=[O:22], predict the reactants needed to synthesize it. (3) Given the product [NH2:13][C:9]1[C:8]2[C:12](=[C:4]([F:3])[CH:5]=[CH:6][C:7]=2[O:14][CH3:15])[N:11]([CH2:17][C:18]2[CH:19]=[C:20]([CH:23]=[CH:24][CH:25]=2)[C:21]#[N:22])[N:10]=1, predict the reactants needed to synthesize it. The reactants are: [OH-].[K+].[F:3][C:4]1[CH:5]=[CH:6][C:7]([O:14][CH3:15])=[C:8]2[C:12]=1[NH:11][N:10]=[C:9]2[NH2:13].Cl[CH2:17][C:18]1[CH:19]=[C:20]([CH:23]=[CH:24][CH:25]=1)[C:21]#[N:22].O. (4) Given the product [NH2:1][C:2]1[CH:3]=[C:4]([S:8][CH2:10][C:11]2[CH:20]=[CH:19][C:14]([C:15]([O:17][CH3:18])=[O:16])=[CH:13][CH:12]=2)[CH:5]=[CH:6][CH:7]=1, predict the reactants needed to synthesize it. The reactants are: [NH2:1][C:2]1[CH:3]=[C:4]([SH:8])[CH:5]=[CH:6][CH:7]=1.Br[CH2:10][C:11]1[CH:20]=[CH:19][C:14]([C:15]([O:17][CH3:18])=[O:16])=[CH:13][CH:12]=1.[OH-].[Na+].